From a dataset of Reaction yield outcomes from USPTO patents with 853,638 reactions. Predict the reaction yield, written as a fraction of the theoretical maximum amount of product (1.0 means a 100% yield; for example, 0.34 means a 34% yield). (1) The reactants are [NH2:1][C:2]1[N:7]([CH2:8][CH2:9][CH3:10])[C:6](=[O:11])[N:5]([CH2:12][CH2:13][CH3:14])[C:4](=[O:15])[C:3]=1[NH:16][C:17]([C:19]12[CH2:26][C:23]([CH2:27][OH:28])([CH2:24][CH2:25]1)[CH2:22][CH2:21][CH2:20]2)=O.[OH-].[Na+]. The catalyst is CO. The product is [OH:28][CH2:27][C:23]12[CH2:26][C:19]([C:17]3[NH:16][C:3]4[C:4](=[O:15])[N:5]([CH2:12][CH2:13][CH3:14])[C:6](=[O:11])[N:7]([CH2:8][CH2:9][CH3:10])[C:2]=4[N:1]=3)([CH2:25][CH2:24]1)[CH2:20][CH2:21][CH2:22]2. The yield is 0.400. (2) The reactants are [Br:1]N1C(=O)CCC1=O.[Cl:9][C:10]1[C:11]([CH3:18])=[CH:12][C:13]([O:16][CH3:17])=[N:14][CH:15]=1.S([O-])([O-])(=O)=S.[Na+].[Na+]. The catalyst is CN(C)C=O. The product is [Br:1][C:12]1[C:13]([O:16][CH3:17])=[N:14][CH:15]=[C:10]([Cl:9])[C:11]=1[CH3:18]. The yield is 0.970. (3) The reactants are [CH3:1][C:2]1[O:3][C:4]([C:7]2[CH:12]=[C:11]([O:13][C:14]3[CH:15]=[N:16][C:17]([N+:20]([O-])=O)=[CH:18][CH:19]=3)[CH:10]=[CH:9][N:8]=2)=[CH:5][N:6]=1.[NH4+].[Cl-]. The catalyst is CO.C1COCC1.CCOC(C)=O.[Zn]. The product is [CH3:1][C:2]1[O:3][C:4]([C:7]2[CH:12]=[C:11]([O:13][C:14]3[CH:19]=[CH:18][C:17]([NH2:20])=[N:16][CH:15]=3)[CH:10]=[CH:9][N:8]=2)=[CH:5][N:6]=1. The yield is 1.12. (4) The reactants are [Na].[I:2][C:3]1[CH:4]=[C:5]2[C:10](=[CH:11][CH:12]=1)[N:9]=[C:8](O)[N:7]=[C:6]2O.[ClH:15].C(N(CC)CC)C.P(Cl)(Cl)([Cl:25])=O. No catalyst specified. The product is [Cl:15][C:8]1[N:7]=[C:6]([Cl:25])[C:5]2[C:10](=[CH:11][CH:12]=[C:3]([I:2])[CH:4]=2)[N:9]=1. The yield is 0.900. (5) The reactants are [CH3:1][O:2][C:3](=[O:14])[C:4]1[CH:9]=[C:8](I)[C:7]([CH2:11][F:12])=[CH:6][C:5]=1[NH2:13].[CH:15]([N:18]1[C:22]([Sn](CCCC)(CCCC)CCCC)=[CH:21][CH:20]=[N:19]1)([CH3:17])[CH3:16]. The catalyst is O1CCOCC1.C1C=CC(P(C2C=CC=CC=2)[C-]2C=CC=C2)=CC=1.C1C=CC(P(C2C=CC=CC=2)[C-]2C=CC=C2)=CC=1.Cl[Pd]Cl.[Fe+2]. The product is [CH3:1][O:2][C:3](=[O:14])[C:4]1[CH:9]=[C:8]([C:22]2[N:18]([CH:15]([CH3:17])[CH3:16])[N:19]=[CH:20][CH:21]=2)[C:7]([CH2:11][F:12])=[CH:6][C:5]=1[NH2:13]. The yield is 0.400. (6) The product is [Br:1][C:2]1[S:6][C:5]([CH2:7][O:27][C:26]2[C:18]([F:17])=[C:19]([C:23]([F:28])=[CH:24][CH:25]=2)[C:20]([NH2:22])=[O:21])=[N:4][C:3]=1[C:9]1[CH:16]=[CH:15][C:12]([C:13]#[N:14])=[CH:11][CH:10]=1. The yield is 0.660. The reactants are [Br:1][C:2]1[S:6][C:5]([CH2:7]Br)=[N:4][C:3]=1[C:9]1[CH:16]=[CH:15][C:12]([C:13]#[N:14])=[CH:11][CH:10]=1.[F:17][C:18]1[C:26]([OH:27])=[CH:25][CH:24]=[C:23]([F:28])[C:19]=1[C:20]([NH2:22])=[O:21].C(=O)([O-])[O-].[K+].[K+]. The catalyst is CN(C=O)C. (7) The reactants are [Cl:1][C:2]1[CH:3]=[C:4](/[CH:8]=[CH:9]\[CH2:10][CH2:11][N:12]2C(=O)C3C(=CC=CC=3)C2=O)[CH:5]=[CH:6][CH:7]=1.O.NN.[OH-].[Na+]. The catalyst is C(O)C. The product is [Cl:1][C:2]1[CH:3]=[C:4](/[CH:8]=[CH:9]\[CH2:10][CH2:11][NH2:12])[CH:5]=[CH:6][CH:7]=1. The yield is 0.950. (8) The reactants are [CH3:1][O:2][C:3]1[N:10]=[CH:9][C:8]([N:11]2[C:16]3[CH:17]=[C:18]([O:21][C@H:22]4[CH2:26][CH2:25][N:24]([C:27]([C@@H:29]5[CH2:33][CH2:32][NH:31][CH2:30]5)=[O:28])[CH2:23]4)[CH:19]=[CH:20][C:15]=3[O:14][CH2:13][CH2:12]2)=[CH:7][C:4]=1[C:5]#[N:6].C=O.[C:36](O)(=O)C.[BH3-]C#N.[Na+]. The catalyst is CO.C(Cl)Cl.C([O-])(O)=O.[Na+]. The product is [CH3:1][O:2][C:3]1[N:10]=[CH:9][C:8]([N:11]2[C:16]3[CH:17]=[C:18]([O:21][C@H:22]4[CH2:26][CH2:25][N:24]([C:27]([C@@H:29]5[CH2:33][CH2:32][N:31]([CH3:36])[CH2:30]5)=[O:28])[CH2:23]4)[CH:19]=[CH:20][C:15]=3[O:14][CH2:13][CH2:12]2)=[CH:7][C:4]=1[C:5]#[N:6]. The yield is 0.720. (9) The reactants are Cl([O-])=O.[Na+].P([O-])(O)(O)=O.[Na+].[CH3:11][O:12][C:13]1[C:14]([O:24][Si:25]([CH:32]([CH3:34])[CH3:33])([CH:29]([CH3:31])[CH3:30])[CH:26]([CH3:28])[CH3:27])=[CH:15][C:16]([N+:21]([O-:23])=[O:22])=[C:17]([CH:20]=1)[CH:18]=[O:19].[OH:35]O.O=O.Cl. The catalyst is O.O1CCCC1. The product is [CH3:11][O:12][C:13]1[C:14]([O:24][Si:25]([CH:29]([CH3:31])[CH3:30])([CH:26]([CH3:28])[CH3:27])[CH:32]([CH3:34])[CH3:33])=[CH:15][C:16]([N+:21]([O-:23])=[O:22])=[C:17]([CH:20]=1)[C:18]([OH:35])=[O:19]. The yield is 1.00.